Dataset: Forward reaction prediction with 1.9M reactions from USPTO patents (1976-2016). Task: Predict the product of the given reaction. (1) Given the reactants [N+:1]([C:4]1[CH:5]=[C:6]([CH:10]=[C:11]([C:13]([F:16])([F:15])[F:14])[CH:12]=1)[C:7](O)=[O:8])([O-:3])=[O:2].Cl.[CH3:18][NH:19][O:20][CH3:21].C1C=CC2N(O)N=NC=2C=1.CCN=C=NCCCN(C)C.Cl, predict the reaction product. The product is: [CH3:21][O:20][N:19]([CH3:18])[C:7](=[O:8])[C:6]1[CH:10]=[C:11]([C:13]([F:16])([F:15])[F:14])[CH:12]=[C:4]([N+:1]([O-:3])=[O:2])[CH:5]=1. (2) The product is: [NH2:20][C:31]1[N:28]([CH3:29])[C:6]([CH:1]([CH3:2])[CH3:11])=[N:34][C:32]=1[C:13]#[N:12]. Given the reactants [C:1]1([CH3:11])[CH:6]=CC(S(O)(=O)=O)=C[CH:2]=1.[NH2:12][C:13](CC#N)(O)C#N.[NH3:20].O1CCCC1.C([N:28]([CH2:31][CH3:32])[CH2:29]C)C.C[NH2:34], predict the reaction product. (3) The product is: [Cl:19][C:13]1[C:14]2[S:15][C:7]([N:1]3[CH2:6][CH2:5][O:4][CH2:3][CH2:2]3)=[CH:8][C:9]=2[N:10]=[CH:11][N:12]=1. Given the reactants [N:1]1([C:7]2[S:15][C:14]3[C:13](=O)[NH:12][CH:11]=[N:10][C:9]=3[CH:8]=2)[CH2:6][CH2:5][O:4][CH2:3][CH2:2]1.P(Cl)(Cl)([Cl:19])=O.C(N(C(C)C)C(C)C)C.C(=O)([O-])O.[Na+], predict the reaction product. (4) The product is: [I:11][C:4]1[CH:3]=[C:2]([CH:7]=[C:6]([N+:8]([O-:10])=[O:9])[CH:5]=1)[O:12][C:13]1[CH:14]=[N:15][CH:16]=[N:17][CH:18]=1. Given the reactants F[C:2]1[CH:7]=[C:6]([N+:8]([O-:10])=[O:9])[CH:5]=[C:4]([I:11])[CH:3]=1.[OH:12][C:13]1[CH:14]=[N:15][CH:16]=[N:17][CH:18]=1.C(=O)([O-])[O-].[K+].[K+].CN(C=O)C, predict the reaction product. (5) Given the reactants [C:1]([O:5][C:6]([N:8]([CH2:21][CH:22]1[CH2:27][CH2:26][N:25]([C:28]([O:30][C:31]2[CH:36]=[CH:35][CH:34]=[C:33]([C:37]([O:39]C)=[O:38])[CH:32]=2)=[O:29])[CH2:24][CH:23]1[C:41]1[CH:46]=[CH:45][CH:44]=[C:43]([F:47])[CH:42]=1)[C@@H:9]([C:11]1[C:20]2[C:15](=[CH:16][CH:17]=[CH:18][CH:19]=2)[CH:14]=[CH:13][CH:12]=1)[CH3:10])=[O:7])([CH3:4])([CH3:3])[CH3:2].[OH-].[Na+].C(OCC)(=O)C.O, predict the reaction product. The product is: [C:1]([O:5][C:6]([N:8]([CH2:21][CH:22]1[CH2:27][CH2:26][N:25]([C:28]([O:30][C:31]2[CH:32]=[C:33]([CH:34]=[CH:35][CH:36]=2)[C:37]([OH:39])=[O:38])=[O:29])[CH2:24][CH:23]1[C:41]1[CH:46]=[CH:45][CH:44]=[C:43]([F:47])[CH:42]=1)[C@@H:9]([C:11]1[C:20]2[C:15](=[CH:16][CH:17]=[CH:18][CH:19]=2)[CH:14]=[CH:13][CH:12]=1)[CH3:10])=[O:7])([CH3:2])([CH3:3])[CH3:4]. (6) Given the reactants Cl[C:2]1[C:9]([N+:10]([O-:12])=[O:11])=[CH:8][CH:7]=[CH:6][C:3]=1[C:4]#[N:5].BrC1C=CC=C([N+]([O-])=O)C=1[NH:23][CH2:24][CH2:25][OH:26], predict the reaction product. The product is: [OH:26][CH2:25][CH2:24][NH:23][C:2]1[C:9]([N+:10]([O-:12])=[O:11])=[CH:8][CH:7]=[CH:6][C:3]=1[C:4]#[N:5]. (7) Given the reactants [NH:1]1[CH2:5][CH2:4][CH2:3][C:2]1=[O:6].[CH:7]1[CH:8]=[CH:9][C:10](P([C:7]2[C:12]([C:7]3[C:12](P([C:7]4[CH:12]=[CH:11][CH:10]=[CH:9][CH:8]=4)[C:7]4[CH:12]=[CH:11][CH:10]=[CH:9][CH:8]=4)=[CH:11][CH:10]=[C:9]4[C:8]=3C=CC=C4)=[C:11]3[C:10](C=CC=C3)=[CH:9][CH:8]=2)[C:7]2[CH:12]=[CH:11][CH:10]=[CH:9][CH:8]=2)=[CH:11][CH:12]=1.C(=O)([O-])[O-].[Cs+].[Cs+].BrC1C=CC=CC=1, predict the reaction product. The product is: [C:7]1([N:1]2[CH2:5][CH2:4][CH2:3][C:2]2=[O:6])[CH:8]=[CH:9][CH:10]=[CH:11][CH:12]=1.